Dataset: Forward reaction prediction with 1.9M reactions from USPTO patents (1976-2016). Task: Predict the product of the given reaction. Given the reactants FC(F)(F)C(OC(=O)C(F)(F)F)=O.N1C=CC=CC=1.[CH3:20][O:21][C:22](=[O:52])[CH:23]([O:50][CH3:51])[CH:24]([C:26]1[CH:31]=[CH:30][C:29]([O:32][CH2:33][CH2:34][CH2:35][O:36][C:37]2[CH:42]=[CH:41][C:40]([C:43]3[CH:48]=[CH:47][CH:46]=[CH:45][CH:44]=3)=[CH:39][CH:38]=2)=[CH:28][C:27]=1[F:49])O, predict the reaction product. The product is: [CH3:20][O:21][C:22](=[O:52])[CH:23]([O:50][CH3:51])[CH2:24][C:26]1[CH:31]=[CH:30][C:29]([O:32][CH2:33][CH2:34][CH2:35][O:36][C:37]2[CH:42]=[CH:41][C:40]([C:43]3[CH:48]=[CH:47][CH:46]=[CH:45][CH:44]=3)=[CH:39][CH:38]=2)=[CH:28][C:27]=1[F:49].